From a dataset of Full USPTO retrosynthesis dataset with 1.9M reactions from patents (1976-2016). Predict the reactants needed to synthesize the given product. Given the product [N+:1]([C:4]1[CH:11]=[CH:10][CH:9]=[CH:8][C:5]=1[CH2:6][N:16]1[C:12](=[O:22])[C:13]2[C:14](=[CH:18][CH:19]=[CH:20][CH:21]=2)[C:15]1=[O:17])([O-:3])=[O:2], predict the reactants needed to synthesize it. The reactants are: [N+:1]([C:4]1[CH:11]=[CH:10][CH:9]=[CH:8][C:5]=1[CH2:6]Br)([O-:3])=[O:2].[C:12]1(=[O:22])[NH:16][C:15](=[O:17])[C:14]2=[CH:18][CH:19]=[CH:20][CH:21]=[C:13]12.CN(C=O)C.